The task is: Predict which catalyst facilitates the given reaction.. This data is from Catalyst prediction with 721,799 reactions and 888 catalyst types from USPTO. (1) Reactant: [Cl:1][C:2]1[C:3]([N:17]2[CH2:22][CH2:21][CH2:20][C@@H:19]([NH:23]C(=O)OC(C)(C)C)[CH2:18]2)=[C:4]2[C:10]([NH:11][C:12](=[O:16])[CH2:13][O:14][CH3:15])=[CH:9][NH:8][C:5]2=[N:6][CH:7]=1.C(O)(C(F)(F)F)=O. Product: [ClH:1].[NH2:23][C@@H:19]1[CH2:20][CH2:21][CH2:22][N:17]([C:3]2[C:2]([Cl:1])=[CH:7][N:6]=[C:5]3[NH:8][CH:9]=[C:10]([NH:11][C:12](=[O:16])[CH2:13][O:14][CH3:15])[C:4]=23)[CH2:18]1. The catalyst class is: 2. (2) Reactant: [C:1]1([Li])[CH:6]=[CH:5][CH:4]=[CH:3][CH:2]=1.C(OCCCC)CCC.[CH2:17]([N:21]1[CH2:25][CH2:24][C:23]2([CH2:30][CH2:29][C:28]([N:33]([CH3:35])[CH3:34])([C:31]#[N:32])[CH2:27][CH2:26]2)[CH2:22]1)[CH2:18][CH2:19][CH3:20].[Cl-].[Na+]. Product: [CH2:17]([N:21]1[CH2:25][CH2:24][C:23]2([CH2:26][CH2:27][C:28]([N:33]([CH3:35])[CH3:34])([C:31](=[NH:32])[C:1]3[CH:6]=[CH:5][CH:4]=[CH:3][CH:2]=3)[CH2:29][CH2:30]2)[CH2:22]1)[CH2:18][CH2:19][CH3:20]. The catalyst class is: 30. (3) Reactant: C(Cl)(=O)C(Cl)=O.[F:7][C:8]1[CH:9]=[CH:10][CH:11]=[C:12]2[C:17]=1[N:16]=[C:15]([C:18]1[CH:23]=[CH:22][CH:21]=[CH:20][CH:19]=1)[C:14]([CH3:24])=[C:13]2[C:25]([OH:27])=O.[C:28]1([NH:34][NH2:35])[CH:33]=[CH:32][CH:31]=[CH:30][CH:29]=1.C(=O)([O-])[O-].[K+].[K+]. Product: [F:7][C:8]1[CH:9]=[CH:10][CH:11]=[C:12]2[C:17]=1[N:16]=[C:15]([C:18]1[CH:19]=[CH:20][CH:21]=[CH:22][CH:23]=1)[C:14]([CH3:24])=[C:13]2[C:25]([NH:35][NH:34][C:28]1[CH:33]=[CH:32][CH:31]=[CH:30][CH:29]=1)=[O:27]. The catalyst class is: 606. (4) Reactant: Cl[C:2]1[CH:25]=[C:24]([F:26])[C:23]([F:27])=[CH:22][C:3]=1[C:4]([C:6](=[CH:12][NH:13][C:14]1[CH:19]=[CH:18][C:17]([F:20])=[CH:16][C:15]=1[F:21])[C:7]([O:9][CH2:10][CH3:11])=[O:8])=[O:5].[O-]P([O-])([O-])=O.[K+].[K+].[K+]. Product: [F:21][C:15]1[CH:16]=[C:17]([F:20])[CH:18]=[CH:19][C:14]=1[N:13]1[C:2]2[C:3](=[CH:22][C:23]([F:27])=[C:24]([F:26])[CH:25]=2)[C:4](=[O:5])[C:6]([C:7]([O:9][CH2:10][CH3:11])=[O:8])=[CH:12]1. The catalyst class is: 10. (5) Reactant: C(OC(=O)[NH:7][CH2:8][C@H:9]([NH:25]C(OC(C)(C)C)=O)[CH2:10][CH2:11][CH2:12][C:13]1[CH:18]=[CH:17][C:16]([O:19][CH2:20][C@H:21]([OH:24])[CH2:22][OH:23])=[CH:15][CH:14]=1)(C)(C)C.Cl. Product: [NH2:25][C@@H:9]([CH2:8][NH2:7])[CH2:10][CH2:11][CH2:12][C:13]1[CH:18]=[CH:17][C:16]([O:19][CH2:20][C@H:21]([OH:24])[CH2:22][OH:23])=[CH:15][CH:14]=1. The catalyst class is: 28. (6) Reactant: [F:1][C:2]1[CH:16]=[CH:15][C:5]([CH2:6][O:7][C:8]2[CH:14]=[CH:13][C:11]([NH2:12])=[CH:10][CH:9]=2)=[CH:4][CH:3]=1.[C:17](O[C:17]([O:18][CH2:19][CH3:20])=[O:21])(=[O:21])[O:18][CH2:19][CH3:20]. Product: [CH2:19]([O:18][C:17](=[O:21])[NH:12][C:11]1[CH:13]=[CH:14][C:8]([O:7][CH2:6][C:5]2[CH:15]=[CH:16][C:2]([F:1])=[CH:3][CH:4]=2)=[CH:9][CH:10]=1)[CH3:20]. The catalyst class is: 8.